This data is from Reaction yield outcomes from USPTO patents with 853,638 reactions. The task is: Predict the reaction yield, written as a fraction of the theoretical maximum amount of product (1.0 means a 100% yield; for example, 0.34 means a 34% yield). (1) The reactants are [CH2:1]1[C:10]2[C:5](=[CH:6][CH:7]=[CH:8][CH:9]=2)[CH2:4][CH2:3][N:2]1[CH2:11][CH:12]([OH:27])[CH2:13][NH:14][C:15](=[O:26])[C:16]1[CH:21]=[CH:20][CH:19]=[C:18]([N+:22]([O-])=O)[C:17]=1[CH3:25].[NH4+].[Cl-]. The catalyst is CCO.O.[Fe]. The product is [NH2:22][C:18]1[C:17]([CH3:25])=[C:16]([CH:21]=[CH:20][CH:19]=1)[C:15]([NH:14][CH2:13][CH:12]([OH:27])[CH2:11][N:2]1[CH2:3][CH2:4][C:5]2[C:10](=[CH:9][CH:8]=[CH:7][CH:6]=2)[CH2:1]1)=[O:26]. The yield is 0.959. (2) The reactants are [Cl:1][C:2]1[CH:10]=[CH:9][C:8](F)=[CH:7][C:3]=1[C:4]([NH2:6])=[O:5].[NH:12]1[CH2:16][CH2:15][CH2:14][CH2:13]1. The catalyst is CN(C=O)C. The product is [Cl:1][C:2]1[CH:10]=[CH:9][C:8]([N:12]2[CH2:16][CH2:15][CH2:14][CH2:13]2)=[CH:7][C:3]=1[C:4]([NH2:6])=[O:5]. The yield is 0.150. (3) The reactants are [O:1]=[C:2]1[CH:7]2[CH2:8][CH2:9][C:4]([C:10]([O:12][CH3:13])=[O:11])([CH2:5][CH2:6]2)[NH:3]1.I[CH3:15].[H-].[Na+].[Cl-].[Na+]. The catalyst is CN(C)C=O.C(OCC)(=O)C. The product is [CH3:15][N:3]1[C:2](=[O:1])[CH:7]2[CH2:8][CH2:9][C:4]1([C:10]([O:12][CH3:13])=[O:11])[CH2:5][CH2:6]2. The yield is 0.990. (4) The product is [CH3:23][O:24][C:25]1[N:30]=[CH:29][C:28]([C:31]2[C:39]3[C:34](=[CH:35][CH:36]=[CH:37][CH:38]=3)[N:33]([CH2:21][C:17]3[CH:16]=[C:15]([C:12]4[CH:13]=[CH:14][C:9]([O:8][CH2:7][C:1]5[CH:6]=[CH:5][CH:4]=[CH:3][CH:2]=5)=[CH:10][CH:11]=4)[CH:20]=[CH:19][CH:18]=3)[C:32]=2[C:40]([O:42][CH2:43][CH3:44])=[O:41])=[CH:27][CH:26]=1. The catalyst is CN(C=O)C. The reactants are [C:1]1([CH2:7][O:8][C:9]2[CH:14]=[CH:13][C:12]([C:15]3[CH:20]=[CH:19][CH:18]=[C:17]([CH2:21]Cl)[CH:16]=3)=[CH:11][CH:10]=2)[CH:6]=[CH:5][CH:4]=[CH:3][CH:2]=1.[CH3:23][O:24][C:25]1[N:30]=[CH:29][C:28]([C:31]2[C:39]3[C:34](=[CH:35][CH:36]=[CH:37][CH:38]=3)[NH:33][C:32]=2[C:40]([O:42][CH2:43][CH3:44])=[O:41])=[CH:27][CH:26]=1.C([O-])([O-])=O.[K+].[K+].CCOC(C)=O. The yield is 0.630. (5) The reactants are [C:1]([O:5][C:6](=[O:28])[NH:7][C@@H:8]([CH3:27])[CH2:9][N:10]1[C:18]2[C:13](=[CH:14][CH:15]=[CH:16][CH:17]=2)[C:12]2[CH:19]=[C:20]([C:24]([NH2:26])=[O:25])[C:21]([NH2:23])=[N:22][C:11]1=2)([CH3:4])([CH3:3])[CH3:2].[CH2:29](N1C2C(=CC=CC=2)C2C=C(C(N)=O)C(NC)=NC1=2)C. No catalyst specified. The product is [C:1]([O:5][C:6](=[O:28])[NH:7][C@@H:8]([CH3:27])[CH2:9][N:10]1[C:18]2[C:13](=[CH:14][CH:15]=[CH:16][CH:17]=2)[C:12]2[CH:19]=[C:20]([C:24]([NH2:26])=[O:25])[C:21]([NH:23][CH3:29])=[N:22][C:11]1=2)([CH3:4])([CH3:2])[CH3:3]. The yield is 0.890. (6) The reactants are [C:1]([NH:9][C:10]([NH:12][C:13]1[CH:14]=[C:15]([C:19]([OH:21])=[O:20])[CH:16]=[N:17][CH:18]=1)=[S:11])(=[O:8])[C:2]1[CH:7]=[CH:6][CH:5]=[CH:4][CH:3]=1.[CH3:22][O-].[Na+].CI. The catalyst is CO. The product is [C:1]([NH:9][C:10](=[N:12][C:13]1[CH:14]=[C:15]([C:19]([OH:21])=[O:20])[CH:16]=[N:17][CH:18]=1)[S:11][CH3:22])(=[O:8])[C:2]1[CH:7]=[CH:6][CH:5]=[CH:4][CH:3]=1. The yield is 0.370.